The task is: Predict the reactants needed to synthesize the given product.. This data is from Full USPTO retrosynthesis dataset with 1.9M reactions from patents (1976-2016). (1) Given the product [F:11][C:10]1[CH:9]=[C:8]2[C:4]([CH:5]=[CH:6][NH:7]2)=[CH:3][C:2]=1[C:12]#[N:13], predict the reactants needed to synthesize it. The reactants are: Br[C:2]1[CH:3]=[C:4]2[C:8](=[CH:9][C:10]=1[F:11])[NH:7][CH:6]=[CH:5]2.[CH3:12][N:13](C=O)C. (2) The reactants are: [S:1](Cl)([C:4]1[CH:10]=[CH:9][C:7]([CH3:8])=[CH:6][CH:5]=1)(=[O:3])=[O:2].[C:12]1([CH:18]([NH:21][C:22]([C:24]2[CH:25]=[C:26]3[C:30](=[CH:31][CH:32]=2)[NH:29][CH:28]=[CH:27]3)=[O:23])[CH2:19][CH3:20])[CH:17]=[CH:16][CH:15]=[CH:14][CH:13]=1.[OH-].[K+]. Given the product [C:12]1([CH:18]([NH:21][C:22]([C:24]2[CH:25]=[C:26]3[C:30](=[CH:31][CH:32]=2)[N:29]([S:1]([C:4]2[CH:10]=[CH:9][C:7]([CH3:8])=[CH:6][CH:5]=2)(=[O:3])=[O:2])[CH:28]=[CH:27]3)=[O:23])[CH2:19][CH3:20])[CH:13]=[CH:14][CH:15]=[CH:16][CH:17]=1, predict the reactants needed to synthesize it. (3) The reactants are: [N:1]1[CH:6]=[CH:5][N:4]=[CH:3][C:2]=1[NH:7][C:8](=[O:15])OCC(Cl)(Cl)Cl.[F:16][C:17]1[CH:22]=[CH:21][C:20]([C:23]2[N:24]=[C:25]([N:28]3[CH2:33][CH2:32][NH:31][CH2:30][CH2:29]3)[S:26][CH:27]=2)=[CH:19][CH:18]=1.C(N(C(C)C)CC)(C)C.O. Given the product [F:16][C:17]1[CH:22]=[CH:21][C:20]([C:23]2[N:24]=[C:25]([N:28]3[CH2:29][CH2:30][N:31]([C:8]([NH:7][C:2]4[CH:3]=[N:4][CH:5]=[CH:6][N:1]=4)=[O:15])[CH2:32][CH2:33]3)[S:26][CH:27]=2)=[CH:19][CH:18]=1, predict the reactants needed to synthesize it. (4) Given the product [F:28][C:27]([F:30])([F:29])[C@@H:24]1[CH2:25][CH2:26][C@H:21]([O:1][C:2]2[CH:3]=[C:4]3[C:9](=[CH:10][CH:11]=2)[CH:8]=[C:7]([C:12]([O:14][CH3:15])=[O:13])[CH:6]=[CH:5]3)[CH2:22][CH2:23]1, predict the reactants needed to synthesize it. The reactants are: [OH:1][C:2]1[CH:3]=[C:4]2[C:9](=[CH:10][CH:11]=1)[CH:8]=[C:7]([C:12]([O:14][CH3:15])=[O:13])[CH:6]=[CH:5]2.CS(O[C@H:21]1[CH2:26][CH2:25][C@@H:24]([C:27]([F:30])([F:29])[F:28])[CH2:23][CH2:22]1)(=O)=O.C([O-])([O-])=O.[Cs+].[Cs+].